This data is from Full USPTO retrosynthesis dataset with 1.9M reactions from patents (1976-2016). The task is: Predict the reactants needed to synthesize the given product. (1) Given the product [CH3:1][C:2]1[CH:6]=[C:5]([CH3:7])[N:4]([CH:8]([C:10]2[C:11]3[CH2:34][NH:33][CH2:32][CH2:31][C:12]=3[N:13]=[C:14]([NH:16][C:17]3[CH:22]=[CH:21][C:20]([N:23]4[CH:27]=[C:26]([CH3:28])[N:25]=[CH:24]4)=[C:19]([O:29][CH3:30])[CH:18]=3)[N:15]=2)[CH3:9])[N:3]=1, predict the reactants needed to synthesize it. The reactants are: [CH3:1][C:2]1[CH:6]=[C:5]([CH3:7])[N:4]([CH:8]([C:10]2[C:11]3[CH2:34][N:33](C(OC(C)(C)C)=O)[CH2:32][CH2:31][C:12]=3[N:13]=[C:14]([NH:16][C:17]3[CH:22]=[CH:21][C:20]([N:23]4[CH:27]=[C:26]([CH3:28])[N:25]=[CH:24]4)=[C:19]([O:29][CH3:30])[CH:18]=3)[N:15]=2)[CH3:9])[N:3]=1.C(O)(C(F)(F)F)=O.C([O-])(O)=O.[Na+]. (2) Given the product [N:22]1([C:25](=[NH:26])[NH2:28])[CH2:21][CH2:20][CH2:19][CH2:24][CH2:23]1, predict the reactants needed to synthesize it. The reactants are: CS(C1C=CC(C2C=CC(OC[CH:19]3[CH2:24][CH2:23][N:22]([C:25]#[N:26])[CH2:21][CH2:20]3)=CC=2)=CC=1)(=O)=O.Cl.[NH2:28]O. (3) Given the product [Cl:1][C:2]1[CH:7]=[C:6]([OH:8])[CH:5]=[C:4]([Cl:10])[C:3]=1[N:11]1[C:12]2[C:13](=[CH:14][CH:15]=[CH:16][CH:17]=2)[CH2:18][C:19]1=[O:21], predict the reactants needed to synthesize it. The reactants are: [Cl:1][C:2]1[CH:7]=[C:6]([O:8]C)[CH:5]=[C:4]([Cl:10])[C:3]=1[NH:11][C:12]1[CH:17]=[CH:16][CH:15]=[CH:14][C:13]=1[CH2:18][C:19]([OH:21])=O.Cl.N1C=CC=CC=1.